From a dataset of Reaction yield outcomes from USPTO patents with 853,638 reactions. Predict the reaction yield, written as a fraction of the theoretical maximum amount of product (1.0 means a 100% yield; for example, 0.34 means a 34% yield). The reactants are [Cl:1][C:2]1[CH:7]=[C:6](I)[C:5]([Cl:9])=[CH:4][N:3]=1.[NH2:10][C:11]1[CH:20]=[CH:19][CH:18]=[CH:17][C:12]=1[C:13]([NH:15][CH3:16])=[O:14].P([O-])([O-])([O-])=O.[K+].[K+].[K+].C1(P(C2C=CC=CC=2)C2C=CC=CC=2OC2C=CC=CC=2P(C2C=CC=CC=2)C2C=CC=CC=2)C=CC=CC=1. The catalyst is O1CCOCC1.CC([O-])=O.CC([O-])=O.[Pd+2]. The product is [Cl:1][C:2]1[CH:7]=[C:6]([NH:10][C:11]2[CH:20]=[CH:19][CH:18]=[CH:17][C:12]=2[C:13]([NH:15][CH3:16])=[O:14])[C:5]([Cl:9])=[CH:4][N:3]=1. The yield is 0.560.